From a dataset of Forward reaction prediction with 1.9M reactions from USPTO patents (1976-2016). Predict the product of the given reaction. (1) Given the reactants [Si]([O:8][C@@H:9]1[C@@:26]2([CH3:27])[C:13](=[CH:14][CH:15]=[C:16]3[C@@H:25]2[CH2:24][CH2:23][C@@:21]2([CH3:22])[C@H:17]3[CH2:18][CH:19]=[C:20]2[CH2:28][O:29][CH2:30][C:31]([CH2:35][CH3:36])([OH:34])[CH2:32][CH3:33])[CH2:12][C@@H:11]([O:37][Si](C(C)(C)C)(C)C)[CH2:10]1)(C(C)(C)C)(C)C.O1CCCC1.[F-].C([N+](CCCC)(CCCC)CCCC)CCC, predict the reaction product. The product is: [CH2:32]([C:31]([OH:34])([CH2:35][CH3:36])[CH2:30][O:29][CH2:28][C:20]1[C@:21]2([CH2:23][CH2:24][C@H:25]3[C:16](=[CH:15][CH:14]=[C:13]4[C@:26]3([CH3:27])[C@@H:9]([OH:8])[CH2:10][C@H:11]([OH:37])[CH2:12]4)[C@@H:17]2[CH2:18][CH:19]=1)[CH3:22])[CH3:33]. (2) Given the reactants [Br:1][C:2]1[CH:7]=[C:6]([Cl:8])[CH:5]=[CH:4][C:3]=1[CH2:9]O.C(Br)(Br)(Br)[Br:12].C1(P(C2C=CC=CC=2)C2C=CC=CC=2)C=CC=CC=1.CCCCCC, predict the reaction product. The product is: [Br:1][C:2]1[CH:7]=[C:6]([Cl:8])[CH:5]=[CH:4][C:3]=1[CH2:9][Br:12]. (3) Given the reactants [F:1][C:2]1[CH:11]=[CH:10][C:9]([N+:12]([O-])=O)=[CH:8][C:3]=1[C:4]([O:6][CH3:7])=[O:5].O.O.[Sn](Cl)Cl.[OH-].[Na+], predict the reaction product. The product is: [NH2:12][C:9]1[CH:10]=[CH:11][C:2]([F:1])=[C:3]([CH:8]=1)[C:4]([O:6][CH3:7])=[O:5]. (4) Given the reactants [NH:1]1[C:5]2[CH:6]=[CH:7][CH:8]=[CH:9][C:4]=2[N:3]=[C:2]1[CH:10]([O:31][CH:32]1[CH2:37][CH2:36][N:35]([CH3:38])[CH2:34][CH2:33]1)[C:11]1[CH:12]=[C:13]([C:17]#[C:18][CH2:19][N:20]2C(=O)C3C(=CC=CC=3)C2=O)[CH:14]=[CH:15][CH:16]=1.O.NN, predict the reaction product. The product is: [NH:1]1[C:5]2[CH:6]=[CH:7][CH:8]=[CH:9][C:4]=2[N:3]=[C:2]1[CH:10]([O:31][CH:32]1[CH2:33][CH2:34][N:35]([CH3:38])[CH2:36][CH2:37]1)[C:11]1[CH:12]=[C:13]([C:17]#[C:18][CH2:19][NH2:20])[CH:14]=[CH:15][CH:16]=1. (5) Given the reactants Cl[C:2]1[CH:18]=[CH:17][CH:16]=[CH:15][C:3]=1[O:4][P:5](=[N:7][C@H:8]([CH3:14])[C:9]([O:11][CH2:12][CH3:13])=[O:10])=[O:6].[NH2:19][C:20]1[N:28]=[C:27]2[C:23]([N:24]=[CH:25][N:26]2[C@H:29]2[C@@:33]([F:35])([CH3:34])[C@H:32]([O:36][C:37]([O:39][CH2:40][C:41]3[CH:46]=[CH:45][CH:44]=[CH:43][CH:42]=3)=[O:38])[C@@H:31]([CH2:47][OH:48])[O:30]2)=[C:22]([NH:49][C:50](=[O:59])[O:51][CH2:52][C:53]2[CH:58]=[CH:57][CH:56]=[CH:55][CH:54]=2)[N:21]=1.CN1[CH:65]=[CH:64]N=C1, predict the reaction product. The product is: [NH2:19][C:20]1[N:28]=[C:27]2[C:23]([N:24]=[CH:25][N:26]2[C@@H:29]2[O:30][C@H:31]([CH2:47][O:48][P@:5]([O:4][C:3]3[CH:15]=[CH:16][CH:17]=[CH:18][C:2]=3[CH2:14][CH2:8][C:9]([O:11][CH2:64][CH3:65])=[O:10])([NH:7][C@@H:8]([CH3:14])[C:9]([O:11][CH2:12][CH3:13])=[O:10])=[O:6])[C@@H:32]([O:36][C:37]([O:39][CH2:40][C:41]3[CH:46]=[CH:45][CH:44]=[CH:43][CH:42]=3)=[O:38])[C@:33]2([F:35])[CH3:34])=[C:22]([NH:49][C:50]([O:51][CH2:52][C:53]2[CH:54]=[CH:55][CH:56]=[CH:57][CH:58]=2)=[O:59])[N:21]=1. (6) Given the reactants [Cl:1][C:2]1[CH:3]=[C:4]([CH:20]=[CH:21][CH:22]=1)[C:5]([NH:7][NH:8][C:9]([C:11]1[CH:16]=[CH:15][CH:14]=[C:13]([N+:17]([O-:19])=[O:18])[CH:12]=1)=[O:10])=O, predict the reaction product. The product is: [Cl:1][C:2]1[CH:3]=[C:4]([C:5]2[O:10][C:9]([C:11]3[CH:16]=[CH:15][CH:14]=[C:13]([N+:17]([O-:19])=[O:18])[CH:12]=3)=[N:8][N:7]=2)[CH:20]=[CH:21][CH:22]=1. (7) Given the reactants [Br:1][C:2]1[C:7]([OH:8])=[CH:6][CH:5]=[C:4]([CH3:9])[N:3]=1.[C:10]([O-])([O-])=O.[K+].[K+].CI, predict the reaction product. The product is: [Br:1][C:2]1[C:7]([O:8][CH3:10])=[CH:6][CH:5]=[C:4]([CH3:9])[N:3]=1. (8) Given the reactants Cl[CH2:2][C:3]1[CH:12]=[C:11]2[C:6]([C:7]([Cl:14])=[CH:8][N:9]=[C:10]2[Cl:13])=[CH:5][CH:4]=1.[CH3:15][O:16][C:17](=[O:24])[C:18]1([CH2:23][CH2:22][CH2:21][CH2:20]1)[NH2:19].C([O-])([O-])=O.[K+].[K+], predict the reaction product. The product is: [CH3:15][O:16][C:17](=[O:24])[C:18]1([CH2:23][CH2:22][CH2:21][CH2:20]1)[NH:19][CH2:2][C:3]1[CH:12]=[C:11]2[C:6]([C:7]([Cl:14])=[CH:8][N:9]=[C:10]2[Cl:13])=[CH:5][CH:4]=1.